From a dataset of Forward reaction prediction with 1.9M reactions from USPTO patents (1976-2016). Predict the product of the given reaction. (1) Given the reactants C1C2C3=CC4[CH:14]=[CH:15][C:16](C(O)=O)=[CH:17][C:18]=4[N:9]3CC=CC=2C=CC=1.[ClH:22].[C:23]([N:30]1[CH:34]=[CH:33][N:32]=[CH:31]1)(N1C=CN=C1)=[O:24].CN1CCNCC1.[CH2:42]1CCN2[C:45](=NCCC2)[CH2:44][CH2:43]1, predict the reaction product. The product is: [Cl:22][C:18]1[C:17]([C:23]([N:30]2[CH:34]3[CH2:45][CH2:44][CH:43]2[CH2:42][N:32]([CH3:31])[CH2:33]3)=[O:24])=[CH:16][CH:15]=[CH:14][N:9]=1. (2) Given the reactants C([Li])CCC.C(NC(C)C)(C)C.[CH3:13][C:14]1[CH:15]=[C:16]([N:27]2[C:31](=[O:32])[CH2:30][C@@H:29]([NH:33][C:34]([C:36]3[S:37][C:38]([Br:41])=[CH:39][CH:40]=3)=[O:35])[CH2:28]2)[CH:17]=[CH:18][C:19]=1[N:20]1[CH2:25][CH2:24][O:23][CH2:22][C:21]1=[O:26].CC1(C)[C@@]23C4(ON4S(=O)(=[O:50])C2)C[C@@H]1CC3.[Cl-].[NH4+], predict the reaction product. The product is: [OH:50][C@@H:30]1[C:31](=[O:32])[N:27]([C:16]2[CH:17]=[CH:18][C:19]([N:20]3[CH2:25][CH2:24][O:23][CH2:22][C:21]3=[O:26])=[C:14]([CH3:13])[CH:15]=2)[CH2:28][C@H:29]1[NH:33][C:34]([C:36]1[S:37][C:38]([Br:41])=[CH:39][CH:40]=1)=[O:35]. (3) Given the reactants F[P-](F)(F)(F)(F)F.[N:8]1([O:17][P+](N(C)C)(N(C)C)N(C)C)[C:12]2[CH:13]=[CH:14][CH:15]=[CH:16][C:11]=2[N:10]=[N:9]1.[NH2:28][C:29]1[C:30]([Cl:39])=[CH:31][C:32]([F:38])=[C:33]([CH:37]=1)[C:34](O)=[O:35].C(N(CC)CC)C.CN(C)C=O, predict the reaction product. The product is: [NH2:28][C:29]1[C:30]([Cl:39])=[CH:31][C:32]([F:38])=[C:33]([CH:37]=1)[C:34]([O:17][N:8]1[C:12]2[CH:13]=[CH:14][CH:15]=[CH:16][C:11]=2[N:10]=[N:9]1)=[O:35]. (4) Given the reactants [CH2:1]1[C:9]2[C:4](=[CH:5][CH:6]=[CH:7][CH:8]=2)[CH2:3][CH:2]1[C:10](=O)[CH3:11].[CH:13]1([NH2:16])[CH2:15][CH2:14]1.C(O)(=O)C.C([BH3-])#N.[Na+], predict the reaction product. The product is: [CH2:1]1[C:9]2[C:4](=[CH:5][CH:6]=[CH:7][CH:8]=2)[CH2:3][CH:2]1[CH:10]([NH:16][CH:13]1[CH2:15][CH2:14]1)[CH3:11]. (5) Given the reactants ClC1C=C(NC2C3C(=CC(OCCOC)=C(N)C=3)N=CN=2)C=CC=1F.Cl[C:27]1[C:36]2[C:31](=[CH:32][C:33]([O:40][CH3:41])=[C:34]([N+:37]([O-])=O)[CH:35]=2)[N:30]=[CH:29][N:28]=1.[Cl:42][C:43]1[CH:49]=[CH:48][C:46]([NH2:47])=[CH:45][C:44]=1[C:50]([F:53])([F:52])[F:51], predict the reaction product. The product is: [Cl:42][C:43]1[CH:49]=[CH:48][C:46]([NH:47][C:27]2[C:36]3[C:31](=[CH:32][C:33]([O:40][CH3:41])=[C:34]([NH2:37])[CH:35]=3)[N:30]=[CH:29][N:28]=2)=[CH:45][C:44]=1[C:50]([F:51])([F:52])[F:53]. (6) Given the reactants [CH3:1][O:2][C:3]1[CH:4]=[C:5]2[C:10](=[CH:11][C:12]=1[O:13][CH3:14])[N:9]=[CH:8][N:7]=[C:6]2[O:15][C:16]1[CH:22]=[CH:21][C:19]([NH2:20])=[CH:18][CH:17]=1.ClC(Cl)(O[C:27](=[O:33])[O:28][C:29](Cl)(Cl)Cl)Cl.[Cl:35][C:36]1[CH:41]=[CH:40][CH:39]=[CH:38][C:37]=1CO.C(=O)(O)[O-].[Na+], predict the reaction product. The product is: [CH3:1][O:2][C:3]1[CH:4]=[C:5]2[C:10](=[CH:11][C:12]=1[O:13][CH3:14])[N:9]=[CH:8][N:7]=[C:6]2[O:15][C:16]1[CH:22]=[CH:21][C:19]([NH:20][C:27](=[O:33])[O:28][CH2:29][C:37]2[CH:38]=[CH:39][CH:40]=[CH:41][C:36]=2[Cl:35])=[CH:18][CH:17]=1.